This data is from Peptide-MHC class I binding affinity with 185,985 pairs from IEDB/IMGT. The task is: Regression. Given a peptide amino acid sequence and an MHC pseudo amino acid sequence, predict their binding affinity value. This is MHC class I binding data. (1) The peptide sequence is VNRWLFRHL. The MHC is HLA-A02:01 with pseudo-sequence HLA-A02:01. The binding affinity (normalized) is 0.0847. (2) The peptide sequence is QQYHRFGLY. The MHC is HLA-B08:02 with pseudo-sequence HLA-B08:02. The binding affinity (normalized) is 0.0847. (3) The peptide sequence is THFLQPIYL. The MHC is Mamu-A07 with pseudo-sequence Mamu-A07. The binding affinity (normalized) is 0.551. (4) The peptide sequence is VCSFYADPK. The MHC is HLA-A11:01 with pseudo-sequence HLA-A11:01. The binding affinity (normalized) is 0.256.